This data is from Forward reaction prediction with 1.9M reactions from USPTO patents (1976-2016). The task is: Predict the product of the given reaction. (1) Given the reactants [Br:1][C:2]1[CH:3]=[CH:4][C:5]2[S:9][C:8]([CH2:10][CH2:11]O)=[N:7][C:6]=2[CH:13]=1.C([N:16]([CH2:19][CH3:20])[CH2:17][CH3:18])C.S(Cl)([CH3:24])(=O)=O.C(#N)C, predict the reaction product. The product is: [Br:1][C:2]1[CH:3]=[CH:4][C:5]2[S:9][C:8]([CH2:10][CH2:11][N:16]3[CH2:17][CH2:18][CH2:24][C@H:19]3[CH3:20])=[N:7][C:6]=2[CH:13]=1. (2) Given the reactants [C:1](Cl)(=[O:3])[CH3:2].[CH3:5][O:6][C:7]1[CH:12]=[CH:11][CH:10]=[C:9]([O:13][CH3:14])[C:8]=1[CH3:15].Cl, predict the reaction product. The product is: [CH3:14][O:13][C:9]1[C:8]([CH3:15])=[C:7]([O:6][CH3:5])[CH:12]=[CH:11][C:10]=1[C:1](=[O:3])[CH3:2]. (3) Given the reactants [Cl:1][C:2]1[CH:3]=[CH:4][C:5]([O:33][CH:34]([F:36])[F:35])=[C:6]([C:8]2[N:12](COCC[Si](C)(C)C)[N:11]=[CH:10][C:9]=2[NH:21][C:22]([C:24]2[CH:25]=[N:26][N:27]3[CH:32]=[CH:31][CH:30]=[N:29][C:28]=23)=[O:23])[CH:7]=1.Cl, predict the reaction product. The product is: [Cl:1][C:2]1[CH:3]=[CH:4][C:5]([O:33][CH:34]([F:36])[F:35])=[C:6]([C:8]2[C:9]([NH:21][C:22]([C:24]3[CH:25]=[N:26][N:27]4[CH:32]=[CH:31][CH:30]=[N:29][C:28]=34)=[O:23])=[CH:10][NH:11][N:12]=2)[CH:7]=1. (4) Given the reactants [Cl:1][C:2]1[N:3]=[CH:4][C:5]2[S:10][CH:9]=[C:8]([C:11]([OH:13])=O)[C:6]=2[N:7]=1.[CH3:14][N:15]1[CH:19]=[CH:18][C:17]([NH2:20])=[N:16]1.CCN(C(C)C)C(C)C.ON1C2N=CC=CC=2N=N1.CN(C(ON1N=NC2C=CC=NC1=2)=[N+](C)C)C.F[P-](F)(F)(F)(F)F, predict the reaction product. The product is: [CH3:14][N:15]1[CH:19]=[CH:18][C:17]([NH:20][C:11]([C:8]2[C:6]3[N:7]=[C:2]([Cl:1])[N:3]=[CH:4][C:5]=3[S:10][CH:9]=2)=[O:13])=[N:16]1. (5) Given the reactants Br.[Br:2][CH2:3][CH2:4][NH2:5].[CH3:6][C:7]([O:10][C:11](O[C:11]([O:10][C:7]([CH3:9])([CH3:8])[CH3:6])=[O:12])=[O:12])([CH3:9])[CH3:8], predict the reaction product. The product is: [Br:2][CH2:3][CH2:4][NH:5][C:11](=[O:12])[O:10][C:7]([CH3:9])([CH3:8])[CH3:6]. (6) Given the reactants [Cl:1][C:2]1[CH:3]=[CH:4][C:5]([OH:10])=[C:6]([CH:9]=1)[CH:7]=[O:8].C([O-])([O-])=O.[K+].[K+].[C:17]([O:21][C:22]([N:24]1[CH2:29][CH2:28][CH:27](OS(C)(=O)=O)[CH2:26][CH2:25]1)=[O:23])([CH3:20])([CH3:19])[CH3:18], predict the reaction product. The product is: [C:17]([O:21][C:22]([N:24]1[CH2:29][CH2:28][CH:27]([O:10][C:5]2[CH:4]=[CH:3][C:2]([Cl:1])=[CH:9][C:6]=2[CH:7]=[O:8])[CH2:26][CH2:25]1)=[O:23])([CH3:20])([CH3:18])[CH3:19]. (7) Given the reactants [CH3:1][C:2]1[CH:7]=[C:6]([C:8]2[CH:13]=[CH:12][C:11]([CH2:14][C:15]([NH:17][C:18]3[N:23]=[CH:22][C:21]([N:24]4[CH2:29][CH2:28][N:27](C(OC(C)(C)C)=O)[CH2:26][CH2:25]4)=[CH:20][CH:19]=3)=[O:16])=[CH:10][CH:9]=2)[CH:5]=[CH:4][N:3]=1.C(O)(C(F)(F)F)=O, predict the reaction product. The product is: [CH3:1][C:2]1[CH:7]=[C:6]([C:8]2[CH:13]=[CH:12][C:11]([CH2:14][C:15]([NH:17][C:18]3[CH:19]=[CH:20][C:21]([N:24]4[CH2:29][CH2:28][NH:27][CH2:26][CH2:25]4)=[CH:22][N:23]=3)=[O:16])=[CH:10][CH:9]=2)[CH:5]=[CH:4][N:3]=1.